Dataset: Reaction yield outcomes from USPTO patents with 853,638 reactions. Task: Predict the reaction yield, written as a fraction of the theoretical maximum amount of product (1.0 means a 100% yield; for example, 0.34 means a 34% yield). (1) The product is [CH2:1]([N:8]1[CH:40]=[N:39][C:38]2[N:13]([C@@H:14]3[O:37][C@H:27]([CH2:28][O:29][CH2:30][C:31]4[CH:36]=[CH:35][CH:34]=[CH:33][CH:32]=4)[CH:21]=[CH:15]3)[CH:12]=[N:11][C:10]=2[C:9]1=[O:41])[C:2]1[CH:7]=[CH:6][CH:5]=[CH:4][CH:3]=1. The yield is 0.710. The reactants are [CH2:1]([N:8]1[CH:40]=[N:39][C:38]2[N:13]([C@@H:14]3[O:37][C@H:27]([CH2:28][O:29][CH2:30][C:31]4[CH:36]=[CH:35][CH:34]=[CH:33][CH:32]=4)[C@@H:21](OC(SC)=S)[C@H:15]3OC(SC)=S)[CH:12]=[N:11][C:10]=2[C:9]1=[O:41])[C:2]1[CH:7]=[CH:6][CH:5]=[CH:4][CH:3]=1.[PH2](O)=O.C(N1CCCCC1)C.N(C(C)(C)C#N)=NC(C)(C)C#N. The catalyst is C(#N)C. (2) The reactants are [Li+].[O:2]=[C:3]1[CH:8]=[C:7]([NH:9][C:10](=[O:18])[CH2:11][C:12]2[CH:17]=[CH:16][CH:15]=[CH:14][CH:13]=2)[CH:6]=[CH:5][N:4]1[CH2:19][CH2:20][CH2:21][CH2:22][N:23]1[CH:27]=[C:26]([C:28]([O-:30])=O)[N:25]=[N:24]1.[CH2:31]([NH2:38])[C:32]1[CH:37]=[CH:36][CH:35]=[CH:34][CH:33]=1.C(P1(=O)OP(CCC)(=O)OP(CCC)(=O)O1)CC. The catalyst is CN(C=O)C. The product is [CH2:31]([NH:38][C:28]([C:26]1[N:25]=[N:24][N:23]([CH2:22][CH2:21][CH2:20][CH2:19][N:4]2[CH:5]=[CH:6][C:7]([NH:9][C:10](=[O:18])[CH2:11][C:12]3[CH:13]=[CH:14][CH:15]=[CH:16][CH:17]=3)=[CH:8][C:3]2=[O:2])[CH:27]=1)=[O:30])[C:32]1[CH:37]=[CH:36][CH:35]=[CH:34][CH:33]=1. The yield is 0.120. (3) The reactants are [CH:1]1[N:9]([C@@H:10]2[O:14][C@H:13]([CH2:15][OH:16])[C@@H:12]([OH:17])[C@H:11]2[OH:18])[C:8]2[C:3](=[C:4]([NH2:19])[N:5]=[CH:6][N:7]=2)[C:2]=1[C:20]#[N:21].O.[SH-:23].[Na+]. The catalyst is C(O)(C)C. The product is [NH2:19][C:4]1[C:3]2[C:2]([C:20](=[S:23])[NH2:21])=[CH:1][N:9]([C@H:10]3[C@H:11]([OH:18])[CH:12]([OH:17])[CH:13]([CH2:15][OH:16])[O:14]3)[C:8]=2[N:7]=[CH:6][N:5]=1. The yield is 0.680.